From a dataset of Forward reaction prediction with 1.9M reactions from USPTO patents (1976-2016). Predict the product of the given reaction. (1) Given the reactants C1[C@H](N)[C@@H](O[C@H]2O[C@H](CN)[C@@H](O)[C@H](O)[C@H]2O)[C@H](O)[C@@H]([O:21][C@H:22]2[O:27][C@H:26]([CH2:28][OH:29])[C@@H:25]([OH:30])[C@H:24](N)[C@H:23]2[OH:32])[C@@H]1N.C1[C@H](N)[C@@H](O[C@H]2O[C@H](CO)[C@@H](O)[C@H](O)[C@H]2N)[C@H](O[C@@H]2O[C@H](CO)[C@@H](O[C@H]3O[C@@H](CN)[C@@H](O)[C@H](O)[C@H]3N)[C@H]2O)[C@@H](O)[C@@H]1N.C[C@@H](O)[C@H]1O[C@H](O[C@H]2[C@H](O)[C@@H](O[C@H]3OC[C@@](O)(C)[C@H](NC)[C@H]3O)[C@H](N)C[C@@H]2N)[C@H](N)[C@@H](O)[C@@H]1O.C[C@@H]1O[C@@H](O[C@H]2[C@H](O)[C@@H](O)[C@H](NC(N)=N)[C@@H](O)[C@@H]2NC(N)=N)[C@H](O[C@@H]2O[C@@H](CO)[C@H](O)[C@@H](O)[C@@H]2NC)[C@@]1(O)C=O.C[C@H]1O[C@H]2O[C@H]3[C@H](O[C@@]2(O)C(=O)C1)[C@@H](NC)[C@@H](O)[C@@H](NC)[C@@H]3O.CN[C@H]1[C@H](O)[C@@H](O[C@H]2O[C@H](CO)[C@H](O)[C@@H]3O[C@]4(O[C@H]([C@H](N)CO)[C@H](O)[C@H](O)[C@H]4O)O[C@@H]23)[C@H](O)[C@@H](N)C1.CN(C1C=CC(C(N[C@H](C(O)=O)CCC(O)=O)=O)=CC=1)CC1C=NC2N=C(N)N=C(N)C=2N=1.CP(O)(CC[C@H](N)C(O)=O)=[O:244].C=C(O[C@H]1[C@H](O)[C@H]([O:266][P:267](O)([OH:269])=[O:268])C=C(C(O)=O)C1)C(O)=O.C(NCP(O)(O)=O)C(O)=O.CC(OC(C)=O)C(O)=O.S(=NC(N)=O)(=O)=O.CCNC1N=C(Cl)N=C(NC(C)C)N=1.CC1C(CCC(O)=O)=C2NC=1CC1NC(CC3NC(CC4NC(C2)=C(CCC(O)=O)C=4C)=C(C=C)C=3C)=C(C=C)C=1C, predict the reaction product. The product is: [P:267]([O:27][C@@H:26]([C@H:25]([C@@H:24]([C@@H:23]([CH2:22][OH:21])[OH:32])[OH:244])[OH:30])[CH:28]=[O:29])([OH:269])([OH:268])=[O:266]. (2) Given the reactants [CH2:1]([O:3][C:4](=[O:14])[CH2:5][C:6]1[CH:11]=[C:10]([OH:12])[CH:9]=[C:8]([Cl:13])[CH:7]=1)[CH3:2].C1C=CC(N([S:22]([C:25]([F:28])([F:27])[F:26])(=[O:24])=[O:23])[S:22]([C:25]([F:28])([F:27])[F:26])(=[O:24])=[O:23])=CC=1, predict the reaction product. The product is: [CH2:1]([O:3][C:4](=[O:14])[CH2:5][C:6]1[CH:11]=[C:10]([O:12][S:22]([C:25]([F:28])([F:27])[F:26])(=[O:24])=[O:23])[CH:9]=[C:8]([Cl:13])[CH:7]=1)[CH3:2]. (3) Given the reactants [NH2:1][C:2]1[CH:28]=[C:27]([N:29]2[CH2:34][CH2:33][N:32]([CH3:35])[CH2:31][CH2:30]2)[CH:26]=[CH:25][C:3]=1[C:4]([NH:6][C:7]1[C:15]2[C:10](=[CH:11][CH:12]=[C:13]([CH2:16][C:17]3[CH:22]=[C:21]([F:23])[CH:20]=[C:19]([F:24])[CH:18]=3)[CH:14]=2)[NH:9][N:8]=1)=[O:5].[O:36]1[CH2:41][CH2:40][C:39](=O)[CH2:38][CH2:37]1.FC(F)(F)C(O)=O.C(O[BH-](OC(=O)C)OC(=O)C)(=O)C.C[N+](C)(C)C, predict the reaction product. The product is: [F:24][C:19]1[CH:18]=[C:17]([CH:22]=[C:21]([F:23])[CH:20]=1)[CH2:16][C:13]1[CH:14]=[C:15]2[C:10](=[CH:11][CH:12]=1)[NH:9][N:8]=[C:7]2[NH:6][C:4](=[O:5])[C:3]1[CH:25]=[CH:26][C:27]([N:29]2[CH2:30][CH2:31][N:32]([CH3:35])[CH2:33][CH2:34]2)=[CH:28][C:2]=1[NH:1][CH:39]1[CH2:40][CH2:41][O:36][CH2:37][CH2:38]1.